Dataset: Reaction yield outcomes from USPTO patents with 853,638 reactions. Task: Predict the reaction yield, written as a fraction of the theoretical maximum amount of product (1.0 means a 100% yield; for example, 0.34 means a 34% yield). (1) The reactants are [Cl:1][C:2]1[CH:3]=[C:4]([NH:9][C:10]2[CH:15]=[C:14]([NH:16][CH2:17][CH:18]3[CH2:20][CH2:19]3)[N:13]3[N:21]=[CH:22][C:23]([CH:24]=O)=[C:12]3[N:11]=2)[CH:5]=[CH:6][C:7]=1[F:8].[NH:26]1[CH2:32][C:30](=[O:31])[NH:29][C:27]1=[O:28].N1CCCCC1. The catalyst is C(O)C. The product is [Cl:1][C:2]1[CH:3]=[C:4]([NH:9][C:10]2[CH:15]=[C:14]([NH:16][CH2:17][CH:18]3[CH2:19][CH2:20]3)[N:13]3[N:21]=[CH:22][C:23](/[CH:24]=[C:32]4/[C:30](=[O:31])[NH:29][C:27](=[O:28])[NH:26]/4)=[C:12]3[N:11]=2)[CH:5]=[CH:6][C:7]=1[F:8]. The yield is 0.310. (2) The reactants are [NH:1]1[CH2:5][CH2:4][CH2:3][CH2:2]1.C(N(CC)CC)C.ON1C2C=CC=CC=2N=N1.Cl.CN(C)CCCN=C=NCC.[F:35][C:36]1[CH:37]=[C:38]([NH2:45])[C:39](=[CH:43][CH:44]=1)[C:40](O)=[O:41]. The catalyst is O.CN(C=O)C. The product is [NH2:45][C:38]1[CH:37]=[C:36]([F:35])[CH:44]=[CH:43][C:39]=1[C:40]([N:1]1[CH2:5][CH2:4][CH2:3][CH2:2]1)=[O:41]. The yield is 0.620. (3) The reactants are COC1C=CC(C[N:8](CC2C=CC(OC)=CC=2)[C:9]2[C:10]3[N:11]([C:19]([CH2:26][C:27]([CH3:30])([OH:29])[CH3:28])=[C:20]([CH2:22][CH:23]([CH3:25])[CH3:24])[N:21]=3)[C:12]3[C:17]([N:18]=2)=[CH:16][CH:15]=[CH:14][CH:13]=3)=CC=1. The catalyst is FC(F)(F)C(O)=O. The product is [NH2:8][C:9]1[C:10]2[N:11]([C:19]([CH2:26][C:27]([CH3:28])([OH:29])[CH3:30])=[C:20]([CH2:22][CH:23]([CH3:25])[CH3:24])[N:21]=2)[C:12]2[C:17]([N:18]=1)=[CH:16][CH:15]=[CH:14][CH:13]=2. The yield is 0.770.